From a dataset of Catalyst prediction with 721,799 reactions and 888 catalyst types from USPTO. Predict which catalyst facilitates the given reaction. (1) Reactant: C(OC[N:9]1[C:13]2[N:14]=[N:15][CH:16]=[C:17]([C:18]3[CH:19]=[N:20][N:21]([C@@H:23]([CH2:27][CH:28]4[CH2:32][CH2:31][CH2:30][CH2:29]4)[CH2:24][C:25]#[N:26])[CH:22]=3)[C:12]=2[CH:11]=[CH:10]1)(=O)C(C)(C)C.[OH-].[Na+]. Product: [N:14]1[C:13]2[NH:9][CH:10]=[CH:11][C:12]=2[C:17]([C:18]2[CH:19]=[N:20][N:21]([C@@H:23]([CH2:27][CH:28]3[CH2:29][CH2:30][CH2:31][CH2:32]3)[CH2:24][C:25]#[N:26])[CH:22]=2)=[CH:16][N:15]=1. The catalyst class is: 5. (2) Reactant: FC1C(F)=C2[O:9]C[C@H](C)N3C=C(C(O)=O)C(=O)C(C=1)=C23.CN1CCNCC1.[CH3:28][C@@H:29]1[N:50]2[C:33]3[C:34]([C:46]([C:48]([C:51]([OH:53])=[O:52])=[CH:49]2)=[O:47])=[CH:35][C:36]([F:45])=[C:37]([N:38]2[CH2:43][CH2:42][N:41]([CH3:44])[CH2:40][CH2:39]2)[C:32]=3[O:31][CH2:30]1.O. Product: [CH3:28][C@@H:29]1[N:50]2[CH:49]=[C:48]([C:51]([OH:53])=[O:52])[C:46]([C:34]3=[CH:35][C:36]([F:45])=[C:37]([N:38]4[CH2:43][CH2:42][N:41]([CH3:44])[CH2:40][CH2:39]4)[C:32](=[C:33]23)[O:31][CH2:30]1)=[O:47].[CH3:28][C@@H:29]1[N:50]2[CH:49]=[C:48]([C:51]([OH:53])=[O:52])[C:46]([C:34]3=[CH:35][C:36]([F:45])=[C:37]([N:38]4[CH2:43][CH2:42][N:41]([CH3:44])[CH2:40][CH2:39]4)[C:32](=[C:33]23)[O:31][CH2:30]1)=[O:47].[OH2:9]. The catalyst class is: 32. (3) Reactant: [CH3:1][C@H:2]1[CH2:7][CH2:6][N:5]([C:8]([O:10][CH2:11][C:12]2[CH:17]=[CH:16][CH:15]=[CH:14][CH:13]=2)=[O:9])[CH2:4][C@H:3]1[C:18]([O:20]C)=[O:19].CO.O.O.[OH-].[Li+]. Product: [CH2:11]([O:10][C:8]([N:5]1[CH2:6][CH2:7][C@H:2]([CH3:1])[C@H:3]([C:18]([OH:20])=[O:19])[CH2:4]1)=[O:9])[C:12]1[CH:13]=[CH:14][CH:15]=[CH:16][CH:17]=1. The catalyst class is: 1. (4) Reactant: [Cl:1][C:2]1[CH:7]=[CH:6][C:5]([N:8]([C@H:12]2[C:21]3[C:16](=[CH:17][CH:18]=[CH:19][CH:20]=3)[N:15]([C:22](=[O:38])[C:23]3[CH:28]=[CH:27][C:26]([O:29][CH2:30][CH2:31][CH:32]4[CH2:37][CH2:36][NH:35][CH2:34][CH2:33]4)=[CH:25][CH:24]=3)[C@@H:14]([CH3:39])[CH2:13]2)[C:9](=[O:11])[CH3:10])=[CH:4][CH:3]=1.Cl.C(OC(N1CCC(CCOC2C=CC(C(N3C4C(=CC=CC=4)[C@H](N(C(=O)C)C4C=CC(Cl)=CC=4)C[C@@H]3C)=O)=CC=2)CC1)=O)(C)(C)C.CCN(C(C)C)C(C)C.[CH3:96][S:97](Cl)(=[O:99])=[O:98]. Product: [Cl:1][C:2]1[CH:7]=[CH:6][C:5]([N:8]([C@H:12]2[C:21]3[C:16](=[CH:17][CH:18]=[CH:19][CH:20]=3)[N:15]([C:22](=[O:38])[C:23]3[CH:28]=[CH:27][C:26]([O:29][CH2:30][CH2:31][CH:32]4[CH2:33][CH2:34][N:35]([S:97]([CH3:96])(=[O:99])=[O:98])[CH2:36][CH2:37]4)=[CH:25][CH:24]=3)[C@@H:14]([CH3:39])[CH2:13]2)[C:9](=[O:11])[CH3:10])=[CH:4][CH:3]=1. The catalyst class is: 4. (5) Reactant: COC1C=CC(C(C2C=CC(OC)=CC=2)(C2C=CC=CC=2)[O:10][CH2:11][C@H:12]2[O:16][C@@H:15]([N:17]3[CH:24]=[CH:23][C:21](=[O:22])[NH:20][C:18]3=[O:19])[C@H:14]([O:25][CH3:26])[C@@H:13]2[O:27][C:28](=[O:34])[CH2:29][CH2:30][C:31](=[O:33])[CH3:32])=CC=1.C(S)CCCCCCCCCCC.ClC(Cl)(Cl)C(O)=O.C(=O)(O)[O-].[Na+]. Product: [CH3:26][O:25][C@@H:14]1[C@H:13]([O:27][C:28](=[O:34])[CH2:29][CH2:30][C:31](=[O:33])[CH3:32])[C@@H:12]([CH2:11][OH:10])[O:16][C@H:15]1[N:17]1[CH:24]=[CH:23][C:21](=[O:22])[NH:20][C:18]1=[O:19]. The catalyst class is: 4. (6) Reactant: [I-].[Na+].Cl[Si](C)(C)C.C([O:15][C:16]1[C:21]([C:22](=[O:32])[NH:23][CH2:24][C:25]2[CH:30]=[CH:29][C:28]([F:31])=[CH:27][CH:26]=2)=[CH:20][N:19]=[C:18]([C:33]([O:35][CH3:36])=[O:34])[C:17]=1[O:37][CH3:38])C1C=CC=CC=1.S([O-])(O)=O.[Na+]. Product: [F:31][C:28]1[CH:27]=[CH:26][C:25]([CH2:24][NH:23][C:22]([C:21]2[C:16](=[O:15])[C:17]([O:37][CH3:38])=[C:18]([C:33]([O:35][CH3:36])=[O:34])[NH:19][CH:20]=2)=[O:32])=[CH:30][CH:29]=1. The catalyst class is: 10.